This data is from Catalyst prediction with 721,799 reactions and 888 catalyst types from USPTO. The task is: Predict which catalyst facilitates the given reaction. Reactant: F[C:2](F)(F)[C:3]([OH:5])=[O:4].[CH2:8]([N:15]([CH2:20]OC)[Si](C)(C)C)[C:9]1[CH:14]=[CH:13][CH:12]=[CH:11][CH:10]=1.[C:23]1(=O)OC[CH:25]=[CH:24]1. Product: [CH2:8]([N:15]1[CH2:20][C@H:2]2[C@H:24]([CH2:25][O:5][C:3]2=[O:4])[CH2:23]1)[C:9]1[CH:14]=[CH:13][CH:12]=[CH:11][CH:10]=1. The catalyst class is: 389.